Dataset: Catalyst prediction with 721,799 reactions and 888 catalyst types from USPTO. Task: Predict which catalyst facilitates the given reaction. (1) Reactant: [CH2:1]([O:8][C:9](=[O:29])[NH:10][CH2:11][CH:12]([NH2:28])[C:13]1[CH:18]=[CH:17][C:16]([C:19](=[O:27])[NH:20][C:21]2[CH:26]=[CH:25][N:24]=[CH:23][CH:22]=2)=[CH:15][CH:14]=1)[C:2]1[CH:7]=[CH:6][CH:5]=[CH:4][CH:3]=1.CCN(C(C)C)C(C)C.[O:39](C(OC(C)(C)C)=O)[C:40]([O:42][C:43]([CH3:46])([CH3:45])[CH3:44])=O. Product: [C:43]([O:42][C:40](=[O:39])[NH:28][CH:12]([C:13]1[CH:18]=[CH:17][C:16]([C:19](=[O:27])[NH:20][C:21]2[CH:26]=[CH:25][N:24]=[CH:23][CH:22]=2)=[CH:15][CH:14]=1)[CH2:11][NH:10][C:9]([O:8][CH2:1][C:2]1[CH:7]=[CH:6][CH:5]=[CH:4][CH:3]=1)=[O:29])([CH3:46])([CH3:45])[CH3:44]. The catalyst class is: 10. (2) Reactant: O=[C:2]([CH2:8]CC)[C:3]([O:5][CH2:6][CH3:7])=[O:4].[CH:11]([Mg]Br)=[CH2:12]. Product: [CH3:7][C:6]1([CH:11]=[CH2:12])[O:5][C:3](=[O:4])[CH2:2][CH2:8]1. The catalyst class is: 1.